This data is from Full USPTO retrosynthesis dataset with 1.9M reactions from patents (1976-2016). The task is: Predict the reactants needed to synthesize the given product. (1) Given the product [CH:1]1([O:6][C:7]2[N:15]=[C:14]3[C:10]([N:11]=[CH:12][N:13]3[C@@H:16]3[O:17][C@H:18]([CH3:26])[C@H:19]([F:28])[C@H:23]3[O:22][S:21]([OH:20])(=[O:25])=[O:24])=[C:9]([NH2:27])[N:8]=2)[CH2:5][CH2:4][CH2:3][CH2:2]1, predict the reactants needed to synthesize it. The reactants are: [CH:1]1([O:6][C:7]2[N:15]=[C:14]3[C:10]([N:11]=[CH:12][N:13]3[C@H:16]3[C@H:23]4[C@H:19]([O:20][S:21](=[O:25])(=[O:24])[O:22]4)[C@@H:18]([CH3:26])[O:17]3)=[C:9]([NH2:27])[N:8]=2)[CH2:5][CH2:4][CH2:3][CH2:2]1.[F-:28].C([N+](CCCC)(CCCC)CCCC)CCC. (2) Given the product [C:8]1([CH:14]([C:16]2[N:17]=[CH:18][C:19]3[CH2:25][CH2:24][NH:23][CH2:22][CH2:21][C:20]=3[N:33]=2)[CH3:15])[CH:13]=[CH:12][CH:11]=[CH:10][CH:9]=1, predict the reactants needed to synthesize it. The reactants are: Cl.O1CCOCC1.[C:8]1([CH:14]([C:16]2[N:17]=[CH:18][C:19]3[CH2:25][CH2:24][N:23](C(OC(C)(C)C)=O)[CH2:22][CH2:21][C:20]=3[N:33]=2)[CH3:15])[CH:13]=[CH:12][CH:11]=[CH:10][CH:9]=1. (3) Given the product [ClH:25].[CH3:1][NH:2][CH:10]1[CH2:11][CH2:12][N:13]([C:16]2[CH:21]=[CH:20][C:19]([N+:22]([O-:24])=[O:23])=[CH:18][CH:17]=2)[CH2:14][CH2:15]1, predict the reactants needed to synthesize it. The reactants are: [CH3:1][N:2]([CH:10]1[CH2:15][CH2:14][N:13]([C:16]2[CH:21]=[CH:20][C:19]([N+:22]([O-:24])=[O:23])=[CH:18][CH:17]=2)[CH2:12][CH2:11]1)C(=O)OC(C)(C)C.[ClH:25].C(OCC)C. (4) Given the product [CH3:1][C:2]1[CH:7]=[C:6]([C:8]2[CH:13]=[CH:12][CH:11]=[CH:10][C:9]=2[CH:14]([CH3:16])[CH3:15])[C:5]([OH:17])=[C:4]([C:19]2[CH:24]=[CH:23][CH:22]=[CH:21][C:20]=2[CH:25]([CH3:27])[CH3:26])[CH:3]=1, predict the reactants needed to synthesize it. The reactants are: [CH3:1][C:2]1[CH:7]=[C:6]([C:8]2[CH:13]=[CH:12][CH:11]=[CH:10][C:9]=2[CH:14]([CH3:16])[CH3:15])[C:5]([O:17]C)=[C:4]([C:19]2[CH:24]=[CH:23][CH:22]=[CH:21][C:20]=2[CH:25]([CH3:27])[CH3:26])[CH:3]=1.O.C(OCC)C. (5) The reactants are: [Cl:1][C:2]1[S:6][C:5]2[C:7]3([O:20][CH2:21][C:22]([F:24])([F:23])[C:4]=2[CH:3]=1)[CH2:12][CH2:11][N:10]([CH2:13][C:14]1[C:15]([CH3:19])=[N:16][NH:17][CH:18]=1)[CH2:9][CH2:8]3.C(=O)([O-])[O-].[K+].[K+].Br[C:32]1[C:37]([CH2:38][O:39][CH3:40])=[CH:36][CH:35]=[CH:34][N:33]=1.CN[C@@H]1CCCC[C@H]1NC. Given the product [Cl:1][C:2]1[S:6][C:5]2[C:7]3([O:20][CH2:21][C:22]([F:23])([F:24])[C:4]=2[CH:3]=1)[CH2:12][CH2:11][N:10]([CH2:13][C:14]1[C:15]([CH3:19])=[N:16][N:17]([C:32]2[C:37]([CH2:38][O:39][CH3:40])=[CH:36][CH:35]=[CH:34][N:33]=2)[CH:18]=1)[CH2:9][CH2:8]3, predict the reactants needed to synthesize it. (6) Given the product [CH3:15][N:3]1[C:4](=[O:14])[C:5]2[Se:9][C:8]3[CH2:10][CH2:11][CH2:12][CH2:13][C:7]=3[C:6]=2[N:1]=[N:2]1, predict the reactants needed to synthesize it. The reactants are: [N:1]1[C:6]2[C:7]3[CH2:13][CH2:12][CH2:11][CH2:10][C:8]=3[Se:9][C:5]=2[C:4](=[O:14])[NH:3][N:2]=1.[C:15](=O)([O-])[O-].[K+].[K+].IC. (7) The reactants are: [CH3:1][O:2][C:3]1[CH:11]=[CH:10][CH:9]=[C:8]2[C:4]=1[CH:5]=[CH:6][NH:7]2.[OH-].[K+].[NH2:14]OS(O)(=O)=O. Given the product [NH2:14][N:7]1[C:8]2[C:4](=[C:3]([O:2][CH3:1])[CH:11]=[CH:10][CH:9]=2)[CH:5]=[CH:6]1, predict the reactants needed to synthesize it. (8) Given the product [C:1]1([C:7]2([OH:15])[CH2:14][CH:10]3[CH2:11][N:12]([C:17]4[CH:22]=[CH:21][CH:20]=[CH:19][N:18]=4)[CH2:13][CH:9]3[CH2:8]2)[CH:2]=[CH:3][CH:4]=[CH:5][CH:6]=1, predict the reactants needed to synthesize it. The reactants are: [C:1]1([C:7]2([OH:15])[CH2:14][CH:10]3[CH2:11][NH:12][CH2:13][CH:9]3[CH2:8]2)[CH:6]=[CH:5][CH:4]=[CH:3][CH:2]=1.Br[C:17]1[CH:22]=[CH:21][CH:20]=[CH:19][N:18]=1.CC(OC1C=CC=C(OC(C)C)C=1C1C(P(C2CCCCC2)C2CCCCC2)=CC=CC=1)C.CC(C)([O-])C.[Na+].